Dataset: Catalyst prediction with 721,799 reactions and 888 catalyst types from USPTO. Task: Predict which catalyst facilitates the given reaction. (1) The catalyst class is: 4. Reactant: [C:1]1([C:7]2[NH:8][C:9]3[C:14]([C:15]=2[CH2:16][C:17](O)=[O:18])=[CH:13][CH:12]=[CH:11][CH:10]=3)[CH:6]=[CH:5][CH:4]=[CH:3][CH:2]=1.Cl.CN(C)CCCN=C=NCC.[CH3:32][C:33]1[CH:34]=[C:35]([NH2:42])[C:36](=[CH:40][CH:41]=1)[C:37]([OH:39])=[O:38]. Product: [CH3:32][C:33]1[CH:41]=[CH:40][C:36]([C:37]([OH:39])=[O:38])=[C:35]([NH:42][C:17](=[O:18])[CH2:16][C:15]2[C:14]3[C:9](=[CH:10][CH:11]=[CH:12][CH:13]=3)[NH:8][C:7]=2[C:1]2[CH:6]=[CH:5][CH:4]=[CH:3][CH:2]=2)[CH:34]=1. (2) Reactant: [Cl:1][C:2]1[C:7]([N:8]2[CH2:13][CH2:12][O:11][CH:10]([C:14]([N:16]3[CH2:21][CH2:20][O:19][CH2:18][CH2:17]3)=[O:15])[CH2:9]2)=[CH:6][C:5]([C:22]#[N:23])=[CH:4][C:3]=1[NH:24][C:25]1[N:30]=[C:29]([N:31]([CH:41]2[CH2:43][CH2:42]2)CC2C=CC(OC)=CC=2)[C:28]2=[N:44][CH:45]=[C:46]([C:47]#[N:48])[N:27]2[N:26]=1.C1(OC)C=CC=CC=1.C(O)(C(F)(F)F)=O. Product: [Cl:1][C:2]1[C:7]([N:8]2[CH2:13][CH2:12][O:11][CH:10]([C:14]([N:16]3[CH2:17][CH2:18][O:19][CH2:20][CH2:21]3)=[O:15])[CH2:9]2)=[CH:6][C:5]([C:22]#[N:23])=[CH:4][C:3]=1[NH:24][C:25]1[N:30]=[C:29]([NH:31][CH:41]2[CH2:43][CH2:42]2)[C:28]2=[N:44][CH:45]=[C:46]([C:47]#[N:48])[N:27]2[N:26]=1. The catalyst class is: 4. (3) Reactant: [NH2:1][C:2]1[C:7]2[O:8][CH2:9][CH2:10][O:11][C:6]=2[C:5]([C:12]([NH:14][CH3:15])=[O:13])=[CH:4][CH:3]=1.Cl[C:17]1[N:22]=[C:21]([NH:23][CH2:24][CH3:25])[C:20]([C:26]([F:29])([F:28])[F:27])=[CH:19][N:18]=1. Product: [CH2:24]([NH:23][C:21]1[C:20]([C:26]([F:28])([F:29])[F:27])=[CH:19][N:18]=[C:17]([NH:1][C:2]2[C:7]3[O:8][CH2:9][CH2:10][O:11][C:6]=3[C:5]([C:12]([NH:14][CH3:15])=[O:13])=[CH:4][CH:3]=2)[N:22]=1)[CH3:25]. The catalyst class is: 218. (4) Reactant: [CH2:1]([C@H:8]([NH:26][C:27]([C:29]1[N:33]2[CH2:34][CH2:35][N:36]([C:38]([O:40][C:41]([CH3:44])([CH3:43])[CH3:42])=[O:39])[CH2:37][C:32]2=[C:31]([C:45](O)=[O:46])[CH:30]=1)=[O:28])[C@H:9]([OH:25])[CH2:10][NH:11][C:12]1([C:15]2[CH:20]=[CH:19][CH:18]=[C:17]([C:21]([F:24])([F:23])[F:22])[CH:16]=2)[CH2:14][CH2:13]1)[C:2]1[CH:7]=[CH:6][CH:5]=[CH:4][CH:3]=1.[CH2:48]([NH:50][CH2:51][CH3:52])[CH3:49].OC1C2N=NNC=2C=CC=1.C(N(CC)C(C)C)(C)C.Cl.CN(C)CCCN=C=NCC. Product: [CH2:1]([C@H:8]([NH:26][C:27]([C:29]1[N:33]2[CH2:34][CH2:35][N:36]([C:38]([O:40][C:41]([CH3:44])([CH3:42])[CH3:43])=[O:39])[CH2:37][C:32]2=[C:31]([C:45](=[O:46])[N:50]([CH2:51][CH3:52])[CH2:48][CH3:49])[CH:30]=1)=[O:28])[C@H:9]([OH:25])[CH2:10][NH:11][C:12]1([C:15]2[CH:20]=[CH:19][CH:18]=[C:17]([C:21]([F:22])([F:23])[F:24])[CH:16]=2)[CH2:13][CH2:14]1)[C:2]1[CH:7]=[CH:6][CH:5]=[CH:4][CH:3]=1. The catalyst class is: 112.